Dataset: Full USPTO retrosynthesis dataset with 1.9M reactions from patents (1976-2016). Task: Predict the reactants needed to synthesize the given product. (1) Given the product [Br:1][C:2]1[CH:9]=[C:8]([CH3:10])[C:7]([N+:11]([O-:13])=[O:12])=[CH:6][C:3]=1[CH:4]=[O:5], predict the reactants needed to synthesize it. The reactants are: [Br:1][C:2]1[CH:9]=[C:8]([CH3:10])[CH:7]=[CH:6][C:3]=1[CH:4]=[O:5].[N+:11]([O-])([OH:13])=[O:12]. (2) Given the product [Cl:10][C:6]1[CH:7]=[C:2]([CH3:1])[N:3]=[C:4]([CH3:8])[CH:5]=1, predict the reactants needed to synthesize it. The reactants are: [CH3:1][C:2]1[CH:7]=[CH:6][CH:5]=[C:4]([CH3:8])[N+:3]=1[O-].[ClH:10]. (3) Given the product [I:29][C:26]1[CH:27]=[CH:28][C:23]([O:3][C:4]2[CH:21]=[CH:20][C:7]3[CH2:8][CH2:9][N:10]([C:13]([O:15][C:16]([CH3:18])([CH3:17])[CH3:19])=[O:14])[CH2:11][CH2:12][C:6]=3[CH:5]=2)=[N:24][CH:25]=1, predict the reactants needed to synthesize it. The reactants are: [H-].[Na+].[OH:3][C:4]1[CH:21]=[CH:20][C:7]2[CH2:8][CH2:9][N:10]([C:13]([O:15][C:16]([CH3:19])([CH3:18])[CH3:17])=[O:14])[CH2:11][CH2:12][C:6]=2[CH:5]=1.Cl[C:23]1[CH:28]=[CH:27][C:26]([I:29])=[CH:25][N:24]=1. (4) The reactants are: [OH:1][CH:2]([C:15]1[CH:20]=[CH:19][CH:18]=[CH:17][N:16]=1)[CH:3]1[CH2:7][CH2:6][CH2:5][N:4]1C(OC(C)(C)C)=O.FC(F)(F)C(O)=O. Given the product [N:16]1[CH:17]=[CH:18][CH:19]=[CH:20][C:15]=1[CH:2]([CH:3]1[CH2:7][CH2:6][CH2:5][NH:4]1)[OH:1], predict the reactants needed to synthesize it. (5) Given the product [Cl:20][C:17]1[CH:18]=[CH:19][C:14]([CH2:13][CH:4]([C:3]([O:10][CH3:11])=[O:9])[C:5]([O:7][CH3:8])=[O:6])=[CH:15][C:16]=1[C:21]([F:22])([F:23])[F:24], predict the reactants needed to synthesize it. The reactants are: [H-].[Na+].[C:3]([O:10][CH3:11])(=[O:9])[CH2:4][C:5]([O:7][CH3:8])=[O:6].Br[CH2:13][C:14]1[CH:19]=[CH:18][C:17]([Cl:20])=[C:16]([C:21]([F:24])([F:23])[F:22])[CH:15]=1. (6) The reactants are: [CH3:1][CH:2]([S:4]([NH:7][CH:8]1[C:12]([C:13]2[CH:22]=[CH:21][C:16]([O:17][CH2:18][C:19]#[N:20])=[CH:15][CH:14]=2)=[CH:11][CH2:10][CH2:9]1)(=[O:6])=[O:5])[CH3:3].COCCO[AlH2-]OCCOC.[Na+].O. Given the product [NH2:20][CH2:19][CH2:18][O:17][C:16]1[CH:15]=[CH:14][C:13]([C:12]2[CH:8]([NH:7][S:4]([CH:2]([CH3:3])[CH3:1])(=[O:6])=[O:5])[CH2:9][CH2:10][CH:11]=2)=[CH:22][CH:21]=1, predict the reactants needed to synthesize it. (7) Given the product [Cl:1][C:2]1[CH:10]=[CH:9][CH:8]=[CH:7][C:3]=1[C:4]([N:13]([CH2:11][CH3:12])[CH2:14][C:15]([CH2:21][NH:22][C:23]1[CH:31]=[CH:30][CH:29]=[C:28]2[C:24]=1[CH:25]=[N:26][N:27]2[C:32]1[CH:33]=[CH:34][C:35]([F:38])=[CH:36][CH:37]=1)([OH:20])[C:16]([F:17])([F:19])[F:18])=[O:6], predict the reactants needed to synthesize it. The reactants are: [Cl:1][C:2]1[CH:10]=[CH:9][CH:8]=[CH:7][C:3]=1[C:4]([OH:6])=O.[CH2:11]([NH:13][CH2:14][C:15]([CH2:21][NH:22][C:23]1[CH:31]=[CH:30][CH:29]=[C:28]2[C:24]=1[CH:25]=[N:26][N:27]2[C:32]1[CH:37]=[CH:36][C:35]([F:38])=[CH:34][CH:33]=1)([OH:20])[C:16]([F:19])([F:18])[F:17])[CH3:12]. (8) The reactants are: [C:9](O[C:9]([O:11][C:12]([CH3:15])([CH3:14])[CH3:13])=[O:10])([O:11][C:12]([CH3:15])([CH3:14])[CH3:13])=[O:10].[O:16]=[C:17]1[CH2:22][CH2:21][NH:20][CH2:19][CH:18]1[C:23]([O:25][CH3:26])=[O:24].C(N(CC)CC)C. Given the product [O:16]=[C:17]1[CH2:22][CH2:21][N:20]([C:9]([O:11][C:12]([CH3:13])([CH3:14])[CH3:15])=[O:10])[CH2:19][CH:18]1[C:23]([O:25][CH3:26])=[O:24], predict the reactants needed to synthesize it. (9) Given the product [CH3:41][O:40][C:38](=[O:37])[CH2:39][O:22][C:5]1[CH:4]=[CH:3][C:2]([Cl:1])=[C:11]2[C:6]=1[C:7]([CH3:21])=[C:8]([O:13][C:14]1[CH:19]=[CH:18][C:17]([Cl:20])=[CH:16][CH:15]=1)[C:9]([CH3:12])=[N:10]2, predict the reactants needed to synthesize it. The reactants are: [Cl:1][C:2]1[CH:3]=[CH:4][C:5]([O:22]S(C(F)(F)F)(=O)=O)=[C:6]2[C:11]=1[N:10]=[C:9]([CH3:12])[C:8]([O:13][C:14]1[CH:19]=[CH:18][C:17]([Cl:20])=[CH:16][CH:15]=1)=[C:7]2[CH3:21].C([Si]([O:37][C:38]([O:40][CH3:41])=[CH2:39])(C)C)(C)(C)C.C([O-])(=O)C.[Na+].